From a dataset of Catalyst prediction with 721,799 reactions and 888 catalyst types from USPTO. Predict which catalyst facilitates the given reaction. (1) Reactant: [CH2:1]([N:8]1[C:16]2[C:11](=[CH:12][CH:13]=[CH:14][CH:15]=2)[C:10]([O:17][C:18]2[N:23]=[C:22]([C:24](OC)=[O:25])[CH:21]=[CH:20][CH:19]=2)=[N:9]1)[C:2]1[CH:7]=[CH:6][CH:5]=[CH:4][CH:3]=1.[BH4-].[Na+].CO. Product: [CH2:1]([N:8]1[C:16]2[C:11](=[CH:12][CH:13]=[CH:14][CH:15]=2)[C:10]([O:17][C:18]2[N:23]=[C:22]([CH2:24][OH:25])[CH:21]=[CH:20][CH:19]=2)=[N:9]1)[C:2]1[CH:3]=[CH:4][CH:5]=[CH:6][CH:7]=1. The catalyst class is: 1. (2) Reactant: ClC1C(C(C2[CH:11]=[N:12][N:13](C)C=2C2C=CC(C)=CC=2)=O)=C(Cl)N=CN=1.C(N(CC)C(C)C)(C)C.N1CC[C@H](N2CCCCC2)C1.Cl[C:45]1[C:50]([C:51]([C:53]2[CH:54]=[N:55][N:56]([CH3:65])[C:57]=2[C:58]2[CH:63]=[CH:62][C:61]([CH3:64])=[CH:60][CH:59]=2)=O)=[C:49]([N:66]2[CH2:70][CH2:69][C@H:68]([N:71]3[CH2:76][CH2:75][CH2:74][CH2:73][CH2:72]3)[CH2:67]2)[N:48]=[CH:47][N:46]=1.CNN. Product: [CH3:11][N:12]1[C:45]2=[N:46][CH:47]=[N:48][C:49]([N:66]3[CH2:70][CH2:69][C@H:68]([N:71]4[CH2:72][CH2:73][CH2:74][CH2:75][CH2:76]4)[CH2:67]3)=[C:50]2[C:51]([C:53]2[CH:54]=[N:55][N:56]([CH3:65])[C:57]=2[C:58]2[CH:59]=[CH:60][C:61]([CH3:64])=[CH:62][CH:63]=2)=[N:13]1. The catalyst class is: 10. (3) Reactant: [Br:1][C:2]1[C:7]([CH3:8])=[CH:6][C:5]([OH:9])=[C:4]([O:10][CH3:11])[CH:3]=1.CCN(C(C)C)C(C)C.[CH3:21][Si:22]([CH3:29])([CH3:28])[CH2:23][CH2:24][O:25][CH2:26]Cl. Product: [Br:1][C:2]1[C:7]([CH3:8])=[CH:6][C:5]([O:9][CH2:26][O:25][CH2:24][CH2:23][Si:22]([CH3:29])([CH3:28])[CH3:21])=[C:4]([O:10][CH3:11])[CH:3]=1. The catalyst class is: 2. (4) Reactant: [Br:1][C:2]1[CH:3]=[C:4]2[C:9](=[CH:10][CH:11]=1)[O:8][C:7]([C:12](N(OC)C)=[O:13])=[CH:6][C:5]2=[O:18].[CH3:19][Mg]Br.[NH4+].[Cl-]. Product: [C:12]([C:7]1[O:8][C:9]2[C:4]([C:5](=[O:18])[CH:6]=1)=[CH:3][C:2]([Br:1])=[CH:11][CH:10]=2)(=[O:13])[CH3:19]. The catalyst class is: 1. (5) Reactant: S(=O)(=O)(O)O.[CH3:6][O:7][C:8](=[O:24])[C:9]1[CH:14]=[C:13]([O:15][CH3:16])[C:12]([N+:17]([O-:19])=[O:18])=[CH:11][C:10]=1[NH:20]C(=O)C.CO.C(=O)(O)[O-].[K+]. Product: [CH3:6][O:7][C:8](=[O:24])[C:9]1[CH:14]=[C:13]([O:15][CH3:16])[C:12]([N+:17]([O-:19])=[O:18])=[CH:11][C:10]=1[NH2:20]. The catalyst class is: 84. (6) Reactant: [CH3:1][O:2][C:3]1[CH:8]=[CH:7][CH:6]=[CH:5][C:4]=1[CH:9]([N:23]1[CH2:28][CH2:27][O:26][CH2:25][CH2:24]1)[CH2:10][NH:11][C:12]1[C:13]2[N:14]([CH:20]=[CH:21][CH:22]=2)[N:15]=[CH:16][C:17]=1[C:18]#[N:19].[NH4+].[OH-:30].OO. Product: [CH3:1][O:2][C:3]1[CH:8]=[CH:7][CH:6]=[CH:5][C:4]=1[CH:9]([N:23]1[CH2:24][CH2:25][O:26][CH2:27][CH2:28]1)[CH2:10][NH:11][C:12]1[C:13]2[N:14]([CH:20]=[CH:21][CH:22]=2)[N:15]=[CH:16][C:17]=1[C:18]([NH2:19])=[O:30]. The catalyst class is: 14. (7) Reactant: C[O:2][C:3]1[CH:8]=[CH:7][N:6]=[CH:5][CH:4]=1.Cl[C:10]([O:12][C:13]1[CH:18]=CC=C[CH:14]=1)=[O:11].[CH3:19][CH2:20][Mg+].[Br-].[CH3:23]C([O-])(C)C.[K+]. Product: [C:13]([O:12][C:10]([N:6]1[CH:7]=[CH:8][C:3](=[O:2])[CH2:4][CH:5]1[CH2:19][CH3:20])=[O:11])([CH3:14])([CH3:18])[CH3:23]. The catalyst class is: 1. (8) Reactant: [NH2:1][C:2]1[C:3]([F:19])=[C:4]([C:8]([C:10]2[C:18]3[CH:17]=[N:16][CH:15]=[N:14][C:13]=3[NH:12][CH:11]=2)=[O:9])[CH:5]=[CH:6][CH:7]=1.O1CCCC1.S(Cl)(Cl)(=O)=O.[CH2:30]([S:32](Cl)(=[O:34])=[O:33])[CH3:31]. Product: [F:19][C:3]1[C:4]([C:8]([C:10]2[C:18]3[CH:17]=[N:16][CH:15]=[N:14][C:13]=3[NH:12][CH:11]=2)=[O:9])=[CH:5][CH:6]=[CH:7][C:2]=1[NH:1][S:32]([CH2:30][CH3:31])(=[O:34])=[O:33]. The catalyst class is: 17.